Dataset: Forward reaction prediction with 1.9M reactions from USPTO patents (1976-2016). Task: Predict the product of the given reaction. (1) Given the reactants [Cl:1][C:2]1[C:7]([NH2:8])=[C:6]([Cl:9])[N:5]=[CH:4][N:3]=1.Cl[C:11](=[O:19])[CH2:12][CH2:13][C:14]([O:16][CH2:17][CH3:18])=[O:15], predict the reaction product. The product is: [Cl:1][C:2]1[C:7]([NH:8][C:11](=[O:19])[CH2:12][CH2:13][C:14]([O:16][CH2:17][CH3:18])=[O:15])=[C:6]([Cl:9])[N:5]=[CH:4][N:3]=1. (2) Given the reactants [CH2:1]([NH:4][C:5]1[CH:10]=[CH:9][CH:8]=[CH:7][C:6]=1[NH2:11])[C:2]#[CH:3].O=[C:13]([C:19]([O:21]CC)=O)[C:14]([O:16][CH2:17][CH3:18])=[O:15], predict the reaction product. The product is: [O:21]=[C:19]1[C:13]([C:14]([O:16][CH2:17][CH3:18])=[O:15])=[N:11][C:6]2[C:5](=[CH:10][CH:9]=[CH:8][CH:7]=2)[N:4]1[CH2:1][C:2]#[CH:3].